Task: Predict the product of the given reaction.. Dataset: Forward reaction prediction with 1.9M reactions from USPTO patents (1976-2016) (1) Given the reactants [Cl:1][C:2]1[CH:3]=[C:4]([C:9]23[CH2:14][CH:13]2[C:12](=O)[CH2:11][CH2:10]3)[CH:5]=[CH:6][C:7]=1[Cl:8].[CH3:16][NH:17][CH3:18].C(O[BH-](OC(=O)C)OC(=O)C)(=O)C.[Na+].Cl, predict the reaction product. The product is: [ClH:1].[CH3:16][N:17]([CH3:18])[CH:12]1[CH2:11][CH2:10][C:9]2([C:4]3[CH:5]=[CH:6][C:7]([Cl:8])=[C:2]([Cl:1])[CH:3]=3)[CH:13]1[CH2:14]2. (2) Given the reactants Br[CH:2]([CH2:8]Br)[C:3]([O:5][CH2:6][CH3:7])=[O:4].[NH2:10][C:11]1[CH:16]=[CH:15][CH:14]=[CH:13][C:12]=1[OH:17].C(=O)([O-])[O-].[K+].[K+].C(OCC)(=O)C, predict the reaction product. The product is: [O:17]1[C:12]2[CH:13]=[CH:14][CH:15]=[CH:16][C:11]=2[NH:10][CH2:8][CH:2]1[C:3]([O:5][CH2:6][CH3:7])=[O:4]. (3) Given the reactants [Cl:1][C:2]1[C:7]([Cl:8])=[CH:6][CH:5]=[CH:4][C:3]=1[OH:9].[Br:10]Br, predict the reaction product. The product is: [Br:10][C:6]1[CH:5]=[CH:4][C:3]([OH:9])=[C:2]([Cl:1])[C:7]=1[Cl:8]. (4) Given the reactants [Cl:1][C:2]1[CH:7]=[CH:6][CH:5]=[C:4]([Cl:8])[C:3]=1[CH2:9][S:10]([C:13]1[CH:14]=[C:15]2[C:19](=[CH:20][CH:21]=1)[NH:18][C:17](=[O:22])/[C:16]/2=[CH:23]\[C:24]1[NH:28][C:27]([CH3:29])=[C:26]([CH2:30][C:31]([OH:33])=O)[C:25]=1[CH3:34])(=[O:12])=[O:11].[NH2:35][CH2:36][CH2:37][N:38]1[CH2:43][CH2:42][N:41]([C:44](=[O:46])[CH3:45])[CH2:40][CH2:39]1, predict the reaction product. The product is: [C:44]([N:41]1[CH2:42][CH2:43][N:38]([CH2:37][CH2:36][NH:35][C:31](=[O:33])[CH2:30][C:26]2[C:25]([CH3:34])=[C:24](/[CH:23]=[C:16]3\[C:17](=[O:22])[NH:18][C:19]4[C:15]\3=[CH:14][C:13]([S:10]([CH2:9][C:3]3[C:4]([Cl:8])=[CH:5][CH:6]=[CH:7][C:2]=3[Cl:1])(=[O:11])=[O:12])=[CH:21][CH:20]=4)[NH:28][C:27]=2[CH3:29])[CH2:39][CH2:40]1)(=[O:46])[CH3:45]. (5) Given the reactants ClC1N=[N+:4]([O-:15])[C:5]2[CH:14]=[C:13]3[C:9]([CH2:10][CH2:11][CH2:12]3)=[CH:8][C:6]=2[N:7]=1.[O:16]1CCCN(CCN)CC1.CCN(CC)CC.C[O:34][CH2:35][CH2:36]OC, predict the reaction product. The product is: [N+:4]([C:5]1[CH:14]=[C:13]2[C:9]([CH2:10][CH2:11][CH2:12]2)=[CH:8][C:6]=1[NH:7][C:35](=[O:34])[CH3:36])([O-:15])=[O:16]. (6) Given the reactants [CH:1]1([CH:4]([N:11]2[CH:15]=[C:14]([C:16]3[N:21]4[CH:22]=[CH:23][N:24]=[C:20]4[CH:19]=[C:18]([C:25]4[CH:26]=[N:27][N:28]([CH3:30])[CH:29]=4)[N:17]=3)[CH:13]=[N:12]2)[CH2:5][C:6](OCC)=[O:7])[CH2:3][CH2:2]1.[BH4-].[Li+].C(Cl)Cl.CC(O)C, predict the reaction product. The product is: [CH:1]1([CH:4]([N:11]2[CH:15]=[C:14]([C:16]3[N:21]4[CH:22]=[CH:23][N:24]=[C:20]4[CH:19]=[C:18]([C:25]4[CH:26]=[N:27][N:28]([CH3:30])[CH:29]=4)[N:17]=3)[CH:13]=[N:12]2)[CH2:5][CH2:6][OH:7])[CH2:3][CH2:2]1.